Predict which catalyst facilitates the given reaction. From a dataset of Catalyst prediction with 721,799 reactions and 888 catalyst types from USPTO. (1) Reactant: [NH2:1][C:2]1[CH:3]=[C:4]2[C:9](=[CH:10][C:11]=1[NH:12][CH2:13][CH2:14][N:15]1[CH2:20][CH2:19][O:18][CH2:17][CH2:16]1)[N:8](COCC[Si](C)(C)C)[CH:7]=[C:6]([C:29]#[N:30])[C:5]2=[O:31].N1C=CN=[CH:33]1. Product: [N:15]1([CH2:14][CH2:13][N:12]2[C:11]3[C:2](=[CH:3][C:4]4[C:5](=[O:31])[C:6]([C:29]#[N:30])=[CH:7][NH:8][C:9]=4[CH:10]=3)[N:1]=[CH:33]2)[CH2:16][CH2:17][O:18][CH2:19][CH2:20]1. The catalyst class is: 106. (2) Reactant: [CH3:1][O:2][C:3]1[C:12]2[CH2:13][NH:14][C:15](=[O:16])[C:11]=2[C:10]([O:17][CH2:18][C:19]2[CH:24]=[CH:23][C:22]([O:25][CH3:26])=[CH:21][CH:20]=2)=[C:9]2[C:4]=1[CH:5]=[CH:6][CH:7]=[N:8]2.[H-].[Na+].[Cl:29][C:30]1[CH:31]=[C:32]([CH:35]=[C:36]([Cl:38])[CH:37]=1)[CH2:33]Cl.[I-].[Na+]. Product: [Cl:29][C:30]1[CH:31]=[C:32]([CH:35]=[C:36]([Cl:38])[CH:37]=1)[CH2:33][N:14]1[C:15](=[O:16])[C:11]2[C:10]([O:17][CH2:18][C:19]3[CH:24]=[CH:23][C:22]([O:25][CH3:26])=[CH:21][CH:20]=3)=[C:9]3[C:4]([CH:5]=[CH:6][CH:7]=[N:8]3)=[C:3]([O:2][CH3:1])[C:12]=2[CH2:13]1. The catalyst class is: 875. (3) Reactant: [Na].[S:2]([CH2:6][C@H:7]1[O:12][C@H:11]([O:13][CH2:14][CH2:15][CH2:16][O:17][C:18](=[O:36])[CH2:19][CH2:20][CH2:21][CH2:22][CH2:23][CH2:24][CH2:25][CH2:26][CH2:27][CH2:28][CH2:29][CH2:30][CH2:31][CH2:32][CH2:33][CH2:34][CH3:35])[C@H:10]([OH:37])[C@@H:9]([OH:38])[C@@H:8]1[OH:39])([OH:5])(=[O:4])=[O:3].[Cl-].[Ca+2:41].[Cl-]. Product: [Ca:41].[S:2]([CH2:6][C@H:7]1[O:12][C@H:11]([O:13][CH2:14][CH2:15][CH2:16][O:17][C:18](=[O:36])[CH2:19][CH2:20][CH2:21][CH2:22][CH2:23][CH2:24][CH2:25][CH2:26][CH2:27][CH2:28][CH2:29][CH2:30][CH2:31][CH2:32][CH2:33][CH2:34][CH3:35])[C@H:10]([OH:37])[C@@H:9]([OH:38])[C@@H:8]1[OH:39])([OH:5])(=[O:3])=[O:4]. The catalyst class is: 6. (4) The catalyst class is: 16. Product: [Cl:1][C:2]1[N:11]=[CH:10][C:9]2[N:8]([CH2:23][C:24]3[CH:25]=[N:26][N:27]([CH3:29])[CH:28]=3)[CH2:7][C@@H:6]3[CH2:12][O:13][CH2:14][CH2:15][N:5]3[C:4]=2[N:3]=1. Reactant: [Cl:1][C:2]1[N:11]=[CH:10][C:9]2[NH:8][CH2:7][C@@H:6]3[CH2:12][O:13][CH2:14][CH2:15][N:5]3[C:4]=2[N:3]=1.CC(C)([O-])C.[Na+].Cl[CH2:23][C:24]1[CH:25]=[N:26][N:27]([CH3:29])[CH:28]=1. (5) Reactant: [C:1]([O:5][C:6]([N:8]1[CH2:13][C@@H:12]2[CH2:14][C@H:9]1[CH2:10][NH:11]2)=[O:7])([CH3:4])([CH3:3])[CH3:2].[Cl:15][C:16]1[CH:21]=[N:20][CH:19]=[C:18](Cl)[N:17]=1. Product: [NH3:8].[Cl:15][C:16]1[N:17]=[C:18]([N:11]2[CH2:10][C@@H:9]3[CH2:14][C@H:12]2[CH2:13][N:8]3[C:6]([O:5][C:1]([CH3:4])([CH3:2])[CH3:3])=[O:7])[CH:19]=[N:20][CH:21]=1. The catalyst class is: 12.